From a dataset of Peptide-MHC class II binding affinity with 134,281 pairs from IEDB. Regression. Given a peptide amino acid sequence and an MHC pseudo amino acid sequence, predict their binding affinity value. This is MHC class II binding data. (1) The peptide sequence is GEEQIVDKIDAAFKI. The MHC is DRB1_0101 with pseudo-sequence DRB1_0101. The binding affinity (normalized) is 0.530. (2) The peptide sequence is EFVTLAAKFIIEEDS. The MHC is DRB1_0401 with pseudo-sequence DRB1_0401. The binding affinity (normalized) is 0.358. (3) The MHC is HLA-DQA10201-DQB10201 with pseudo-sequence HLA-DQA10201-DQB10202. The peptide sequence is PQAQGSVQPQQLP. The binding affinity (normalized) is 0.182. (4) The peptide sequence is SLYNTVATLYCVHAGIEV. The MHC is DRB1_0701 with pseudo-sequence DRB1_0701. The binding affinity (normalized) is 0.544.